From a dataset of Catalyst prediction with 721,799 reactions and 888 catalyst types from USPTO. Predict which catalyst facilitates the given reaction. (1) Reactant: [CH3:1][C:2]1[NH:3][CH:4]=[C:5]([CH3:21])[C:6]=1[C:7]1[CH:12]=[CH:11][N:10]=[C:9]([NH:13][C:14]2[CH:19]=[CH:18][C:17]([F:20])=[CH:16][CH:15]=2)[N:8]=1.[Br:22]N1C(=O)CCC1=O. Product: [Br:22][C:4]1[NH:3][C:2]([CH3:1])=[C:6]([C:7]2[CH:12]=[CH:11][N:10]=[C:9]([NH:13][C:14]3[CH:19]=[CH:18][C:17]([F:20])=[CH:16][CH:15]=3)[N:8]=2)[C:5]=1[CH3:21]. The catalyst class is: 1. (2) Reactant: [CH2:1]([O:3][C:4](=[O:39])[N:5]([C:16]1[CH:21]=[CH:20][C:19]([C:22]([C:33]2[CH:38]=[CH:37][CH:36]=[CH:35][CH:34]=2)=[C:23]([CH2:26][C:27]2[CH:32]=[CH:31][CH:30]=[CH:29][CH:28]=2)[CH2:24][CH3:25])=[CH:18][CH:17]=1)[CH2:6][CH2:7][CH2:8][O:9]C1CCCCO1)[CH3:2].C1(C)C=CC(S(O)(=O)=O)=CC=1. Product: [CH2:1]([O:3][C:4](=[O:39])[N:5]([C:16]1[CH:21]=[CH:20][C:19]([C:22]([C:33]2[CH:34]=[CH:35][CH:36]=[CH:37][CH:38]=2)=[C:23]([CH2:26][C:27]2[CH:32]=[CH:31][CH:30]=[CH:29][CH:28]=2)[CH2:24][CH3:25])=[CH:18][CH:17]=1)[CH2:6][CH2:7][CH2:8][OH:9])[CH3:2]. The catalyst class is: 5. (3) Reactant: C(N(S(F)(F)[F:7])CC)C.[Cl:10][C:11]1[CH:12]=[C:13]2[C:17](=[CH:18][CH:19]=1)[NH:16][CH:15]=[C:14]2[CH2:20][CH2:21][NH:22][C:23]([C:25]1[CH:29]=[C:28]([CH:30]([C:32]2[CH:37]=[C:36]([F:38])[CH:35]=[CH:34][C:33]=2[F:39])O)[O:27][N:26]=1)=[O:24]. Product: [Cl:10][C:11]1[CH:12]=[C:13]2[C:17](=[CH:18][CH:19]=1)[NH:16][CH:15]=[C:14]2[CH2:20][CH2:21][NH:22][C:23]([C:25]1[CH:29]=[C:28]([CH:30]([C:32]2[CH:37]=[C:36]([F:38])[CH:35]=[CH:34][C:33]=2[F:39])[F:7])[O:27][N:26]=1)=[O:24]. The catalyst class is: 4. (4) Reactant: C(=O)([O-])[O-].[Na+].[Na+].I[C:8]1[CH:13]=[CH:12][C:11]([Br:14])=[CH:10][CH:9]=1.[O:15]1[C:19]2[CH:20]=[CH:21][CH:22]=[CH:23][C:18]=2[CH:17]=[C:16]1B(O)O. Product: [Br:14][C:11]1[CH:10]=[C:9]([C:16]2[O:15][C:19]3[CH:20]=[CH:21][CH:22]=[CH:23][C:18]=3[CH:17]=2)[CH:8]=[CH:13][CH:12]=1. The catalyst class is: 206. (5) Reactant: [Cl:1][C:2]1[C:3](/[CH:16]=[CH:17]/[CH2:18][O:19][Si](C)(C)C)=[C:4]([C:12]([O:14][CH3:15])=[O:13])[C:5]2[O:9][C:8]([CH3:10])=[CH:7][C:6]=2[CH:11]=1.CCCC[N+](CCCC)(CCCC)CCCC.[F-]. Product: [Cl:1][C:2]1[C:3](/[CH:16]=[CH:17]/[CH2:18][OH:19])=[C:4]([C:12]([O:14][CH3:15])=[O:13])[C:5]2[O:9][C:8]([CH3:10])=[CH:7][C:6]=2[CH:11]=1. The catalyst class is: 7.